Dataset: Forward reaction prediction with 1.9M reactions from USPTO patents (1976-2016). Task: Predict the product of the given reaction. (1) The product is: [Cl:31][C:32]1[CH:41]=[C:40]2[C:35]([C:36]([N:42]3[CH2:47][CH2:46][N:45]([C:10]([NH:8][C@H:5]4[CH2:6][CH2:7][C@@H:2]([CH3:1])[CH2:3][CH2:4]4)=[O:11])[CH2:44][CH2:43]3)=[CH:37][CH:38]=[N:39]2)=[CH:34][CH:33]=1. Given the reactants [CH3:1][C@@H:2]1[CH2:7][CH2:6][C@H:5]([NH2:8])[CH2:4][CH2:3]1.Cl[C:10](OC1C=CC([N+]([O-])=O)=CC=1)=[O:11].C(N(C(C)C)CC)(C)C.[Cl:31][C:32]1[CH:41]=[C:40]2[C:35]([C:36]([N:42]3[CH2:47][CH2:46][NH:45][CH2:44][CH2:43]3)=[CH:37][CH:38]=[N:39]2)=[CH:34][CH:33]=1, predict the reaction product. (2) Given the reactants [F:1][C:2]1([F:9])[CH2:5][CH:4]([C:6](O)=[O:7])[CH2:3]1.C(Cl)(=O)C([Cl:13])=O, predict the reaction product. The product is: [F:1][C:2]1([F:9])[CH2:5][CH:4]([C:6]([Cl:13])=[O:7])[CH2:3]1. (3) Given the reactants [Cl:1][C:2]1[CH:24]=[C:23]([Cl:25])[CH:22]=[CH:21][C:3]=1[CH2:4][O:5][C:6]1[CH:20]=[CH:19][C:9]2[C:10]([OH:18])=[C:11]([C:13]([O:15][CH2:16][CH3:17])=[O:14])[S:12][C:8]=2[CH:7]=1.C([O-])([O-])=O.[K+].[K+].Br[CH2:33][C:34]([O:36][CH2:37][CH3:38])=[O:35], predict the reaction product. The product is: [Cl:1][C:2]1[CH:24]=[C:23]([Cl:25])[CH:22]=[CH:21][C:3]=1[CH2:4][O:5][C:6]1[CH:20]=[CH:19][C:9]2[C:10]([O:18][CH2:33][C:34]([O:36][CH2:37][CH3:38])=[O:35])=[C:11]([C:13]([O:15][CH2:16][CH3:17])=[O:14])[S:12][C:8]=2[CH:7]=1. (4) The product is: [C:28]([N:2]1[CH2:3][CH2:4][CH:5]([S:8]([C:11]2[CH:18]=[CH:17][C:14]([C:15]#[N:16])=[CH:13][CH:12]=2)(=[O:10])=[O:9])[CH2:6][CH2:7]1)(=[O:30])[CH3:29]. Given the reactants Cl.[NH:2]1[CH2:7][CH2:6][CH:5]([S:8]([C:11]2[CH:18]=[CH:17][C:14]([C:15]#[N:16])=[CH:13][CH:12]=2)(=[O:10])=[O:9])[CH2:4][CH2:3]1.CCN(C(C)C)C(C)C.[C:28](Cl)(=[O:30])[CH3:29], predict the reaction product. (5) Given the reactants [Cl:1][C:2]1[C:11]2[C:6](=[CH:7][CH:8]=[C:9]([C:12](OC)=[O:13])[CH:10]=2)[N:5]=[C:4]([N:16]2[CH2:22][C:21]3[CH:23]=[CH:24][CH:25]=[CH:26][C:20]=3[S:19](=[O:28])(=[O:27])[CH2:18][CH2:17]2)[CH:3]=1.[BH4-].[Na+], predict the reaction product. The product is: [Cl:1][C:2]1[C:11]2[C:6](=[CH:7][CH:8]=[C:9]([CH2:12][OH:13])[CH:10]=2)[N:5]=[C:4]([N:16]2[CH2:22][C:21]3[CH:23]=[CH:24][CH:25]=[CH:26][C:20]=3[S:19](=[O:28])(=[O:27])[CH2:18][CH2:17]2)[CH:3]=1. (6) Given the reactants [Cl:1][C:2]1[C:3]([N+:11]([O-:13])=[O:12])=[C:4]([CH:8]=[CH:9][CH:10]=1)[C:5]([OH:7])=O.[PH:14]1(=[O:23])[O:21][CH2:20][CH2:19]C(N)[CH2:17][CH2:16][O:15]1.[CH:24]([N:27](C(C)C)CC)(C)C, predict the reaction product. The product is: [CH2:20]([O:21][P:14]([CH2:24][NH:27][C:5](=[O:7])[C:4]1[CH:8]=[CH:9][CH:10]=[C:2]([Cl:1])[C:3]=1[N+:11]([O-:13])=[O:12])([O:15][CH2:16][CH3:17])=[O:23])[CH3:19]. (7) Given the reactants [CH3:1][O:2][C:3]1[N:12]=[C:11]2[C:6]([CH:7]=[CH:8][C:9](=[O:16])[N:10]2[CH2:13][CH:14]=C)=[CH:5][CH:4]=1.I([O-])(=O)(=O)=O.[Na+].[NH:23]1[CH2:28][CH2:27][CH:26]([NH:29][C:30](=[O:36])[O:31][C:32]([CH3:35])([CH3:34])[CH3:33])[CH2:25][CH2:24]1.C(O[BH-](OC(=O)C)OC(=O)C)(=O)C.[Na+].C(=O)(O)[O-].[Na+], predict the reaction product. The product is: [CH3:1][O:2][C:3]1[N:12]=[C:11]2[C:6]([CH:7]=[CH:8][C:9](=[O:16])[N:10]2[CH2:13][CH2:14][N:23]2[CH2:24][CH2:25][CH:26]([NH:29][C:30](=[O:36])[O:31][C:32]([CH3:34])([CH3:33])[CH3:35])[CH2:27][CH2:28]2)=[CH:5][CH:4]=1. (8) Given the reactants [N+:1]([C:4]1[CH:5]=[CH:6][C:7]([CH2:10][CH2:11][CH2:12][C:13]#[N:14])=[N:8][CH:9]=1)([O-])=O.[NH4+].[Cl-], predict the reaction product. The product is: [NH2:1][C:4]1[CH:5]=[CH:6][C:7]([CH2:10][CH2:11][CH2:12][C:13]#[N:14])=[N:8][CH:9]=1.